Dataset: Peptide-MHC class I binding affinity with 185,985 pairs from IEDB/IMGT. Task: Regression. Given a peptide amino acid sequence and an MHC pseudo amino acid sequence, predict their binding affinity value. This is MHC class I binding data. (1) The peptide sequence is GIVSSMHYK. The MHC is HLA-A25:01 with pseudo-sequence HLA-A25:01. The binding affinity (normalized) is 0.0847. (2) The peptide sequence is RWMCLRRFII. The MHC is HLA-A23:01 with pseudo-sequence HLA-A23:01. The binding affinity (normalized) is 0.814. (3) The peptide sequence is VPEFAKQYV. The MHC is HLA-B35:01 with pseudo-sequence HLA-B35:01. The binding affinity (normalized) is 0.0395. (4) The peptide sequence is SEQSLRLVDA. The MHC is HLA-B40:02 with pseudo-sequence HLA-B40:02. The binding affinity (normalized) is 0.431. (5) The peptide sequence is KLSPLCITM. The MHC is Mamu-A2601 with pseudo-sequence Mamu-A2601. The binding affinity (normalized) is 0.438. (6) The peptide sequence is PVDTEFINK. The MHC is HLA-A68:01 with pseudo-sequence HLA-A68:01. The binding affinity (normalized) is 0.244.